From a dataset of Full USPTO retrosynthesis dataset with 1.9M reactions from patents (1976-2016). Predict the reactants needed to synthesize the given product. (1) Given the product [OH:16][C:15]1[C:6]([O:5][CH2:4][CH2:3][O:2][CH3:1])=[C:7]([CH:12]=[C:13]([N+:25]([O-:27])=[O:26])[CH:14]=1)[C:8]([O:10][CH3:11])=[O:9], predict the reactants needed to synthesize it. The reactants are: [CH3:1][O:2][CH2:3][CH2:4][O:5][C:6]1[C:15]([O:16]C(C2C=CC=CC=2)=O)=[CH:14][C:13]([N+:25]([O-:27])=[O:26])=[CH:12][C:7]=1[C:8]([O:10][CH3:11])=[O:9].C(=O)([O-])[O-].[K+].[K+]. (2) Given the product [CH2:25]([O:24][C:22](=[O:23])[CH2:21][C:18]1[CH:17]=[CH:16][C:15]([C:11]2[O:12][C:13]([CH3:14])=[C:9]([CH2:8][O:7][C:6]3[CH:27]=[CH:28][C:3]([CH2:2][O:31][C:32]4[C:36](/[CH:37]=[CH:38]/[C:39]5[N:40]=[C:41]([N:45]6[CH2:50][CH2:49][N:48]([C:51]([O:53][C:54]([CH3:57])([CH3:56])[CH3:55])=[O:52])[CH2:47][CH2:46]6)[S:42][C:43]=5[CH3:44])=[CH:35][N:34]([C:58]5[CH:59]=[CH:60][CH:61]=[CH:62][CH:63]=5)[N:33]=4)=[CH:4][C:5]=3[O:29][CH3:30])[N:10]=2)=[CH:20][CH:19]=1)[CH3:26], predict the reactants needed to synthesize it. The reactants are: Cl[CH2:2][C:3]1[CH:28]=[CH:27][C:6]([O:7][CH2:8][C:9]2[N:10]=[C:11]([C:15]3[CH:20]=[CH:19][C:18]([CH2:21][C:22]([O:24][CH2:25][CH3:26])=[O:23])=[CH:17][CH:16]=3)[O:12][C:13]=2[CH3:14])=[C:5]([O:29][CH3:30])[CH:4]=1.[OH:31][C:32]1[C:36](/[CH:37]=[CH:38]/[C:39]2[N:40]=[C:41]([N:45]3[CH2:50][CH2:49][N:48]([C:51]([O:53][C:54]([CH3:57])([CH3:56])[CH3:55])=[O:52])[CH2:47][CH2:46]3)[S:42][C:43]=2[CH3:44])=[CH:35][N:34]([C:58]2[CH:63]=[CH:62][CH:61]=[CH:60][CH:59]=2)[N:33]=1.C(=O)([O-])[O-].[K+].[K+].CN(C)C=O. (3) Given the product [O:15]1[CH2:16][CH2:17][CH:12]([CH:10]2[CH2:11][NH:8][CH2:9]2)[CH2:13][CH2:14]1, predict the reactants needed to synthesize it. The reactants are: C(OC([N:8]1[CH2:11][CH:10]([CH:12]2[CH2:17][CH2:16][O:15][CH2:14][CH2:13]2)[CH2:9]1)=O)(C)(C)C.O.C(O)(C(F)(F)F)=O. (4) The reactants are: C([BH3-])#N.[Na+].FC(F)(F)C(O)=O.[Cl:12][C:13]1[CH:14]=[C:15]2[C:20](=[CH:21][CH:22]=1)[CH:19]=[C:18]([S:23]([CH2:26][CH2:27][CH2:28][CH2:29][NH2:30])(=[O:25])=[O:24])[CH:17]=[CH:16]2.[N:31]1[CH:36]=[CH:35][C:34]([N:37]2[CH2:42][CH2:41][C:40](=O)[CH2:39][CH2:38]2)=[CH:33][CH:32]=1. Given the product [Cl:12][C:13]1[CH:14]=[C:15]2[C:20](=[CH:21][CH:22]=1)[CH:19]=[C:18]([S:23]([CH2:26][CH2:27][CH2:28][CH2:29][NH:30][CH:40]1[CH2:39][CH2:38][N:37]([C:34]3[CH:35]=[CH:36][N:31]=[CH:32][CH:33]=3)[CH2:42][CH2:41]1)(=[O:24])=[O:25])[CH:17]=[CH:16]2, predict the reactants needed to synthesize it. (5) Given the product [CH2:23]([O:22][C@@H:5]([CH2:6][C:7]1[CH:8]=[CH:9][C:10]([O:13][CH2:14][C:15]2[S:16][C:17]([C:37]3[CH:36]=[CH:35][C:34]([C:31]4[CH:30]=[C:29]([CH2:28][O:27][CH3:26])[O:33][N:32]=4)=[CH:39][CH:38]=3)=[CH:18][C:19]=2[CH3:20])=[CH:11][CH:12]=1)[C:4]([OH:3])=[O:25])[CH3:24], predict the reactants needed to synthesize it. The reactants are: C([O:3][C:4](=[O:25])[C@@H:5]([O:22][CH2:23][CH3:24])[CH2:6][C:7]1[CH:12]=[CH:11][C:10]([O:13][CH2:14][C:15]2[S:16][C:17](Br)=[CH:18][C:19]=2[CH3:20])=[CH:9][CH:8]=1)C.[CH3:26][O:27][CH2:28][C:29]1[O:33][N:32]=[C:31]([C:34]2[CH:39]=[CH:38][C:37](B3OC(C)(C)C(C)(C)O3)=[CH:36][CH:35]=2)[CH:30]=1. (6) Given the product [Br:1][C:2]1[CH:3]=[CH:4][C:5](=[O:8])[N:6]([CH3:11])[CH:7]=1, predict the reactants needed to synthesize it. The reactants are: [Br:1][C:2]1[CH:3]=[CH:4][C:5](=[O:8])[NH:6][CH:7]=1.IC.[C:11](=O)([O-])[O-].[K+].[K+].